This data is from Catalyst prediction with 721,799 reactions and 888 catalyst types from USPTO. The task is: Predict which catalyst facilitates the given reaction. (1) Reactant: [N+:1]([C:4]1[CH:5]=[C:6]([CH:11]=[CH:12][C:13]=1[O:14][CH2:15][C@@H:16]([NH:18][C:19](=[O:40])[CH2:20][C:21]1[CH:26]=[CH:25][C:24]([NH:27][C:28]([NH:30][C:31]2[CH:36]=[CH:35][CH:34]=[CH:33][C:32]=2[CH3:37])=[O:29])=[C:23]([O:38][CH3:39])[CH:22]=1)[CH3:17])[C:7]([O:9][CH3:10])=[O:8])([O-])=O. Product: [NH2:1][C:4]1[CH:5]=[C:6]([CH:11]=[CH:12][C:13]=1[O:14][CH2:15][C@@H:16]([NH:18][C:19](=[O:40])[CH2:20][C:21]1[CH:26]=[CH:25][C:24]([NH:27][C:28]([NH:30][C:31]2[CH:36]=[CH:35][CH:34]=[CH:33][C:32]=2[CH3:37])=[O:29])=[C:23]([O:38][CH3:39])[CH:22]=1)[CH3:17])[C:7]([O:9][CH3:10])=[O:8]. The catalyst class is: 403. (2) Reactant: [F:1][C:2]([F:24])([F:23])[CH:3]([C:14]1[CH:19]=[C:18]([Cl:20])[C:17]([Cl:21])=[C:16]([Cl:22])[CH:15]=1)/[CH:4]=[CH:5]/[C:6]1[CH:11]=[CH:10][C:9]([NH:12][NH2:13])=[CH:8][CH:7]=1.CCN(C(C)C)C(C)C.C1C=CC2N(O)N=NC=2C=1.O.CCN=C=NCCCN(C)C.Cl.[CH:57]1([C:60](Cl)=[O:61])[CH2:59][CH2:58]1. Product: [F:24][C:2]([F:1])([F:23])[CH:3]([C:14]1[CH:15]=[C:16]([Cl:22])[C:17]([Cl:21])=[C:18]([Cl:20])[CH:19]=1)/[CH:4]=[CH:5]/[C:6]1[CH:11]=[CH:10][C:9]([NH:12][NH:13][C:60]([CH:57]2[CH2:59][CH2:58]2)=[O:61])=[CH:8][CH:7]=1. The catalyst class is: 326. (3) Product: [CH2:1]([N:5]([C:6](=[O:14])[C:7]1[CH:12]=[CH:11][CH:10]=[CH:9][C:8]=1[F:13])[C:15]1[S:19][C:18]([C:20]2[CH:21]=[CH:22][C:23]([CH2:24][N:25]3[CH2:26][CH:27]([C:29]([O:31][CH2:34][CH3:35])=[O:30])[CH2:28]3)=[CH:32][CH:33]=2)=[N:17][N:16]=1)[CH2:2][CH2:3][CH3:4]. Reactant: [CH2:1]([N:5]([C:15]1[S:19][C:18]([C:20]2[CH:33]=[CH:32][C:23]([CH2:24][N:25]3[CH2:28][CH:27]([C:29]([OH:31])=[O:30])[CH2:26]3)=[CH:22][CH:21]=2)=[N:17][N:16]=1)[C:6](=[O:14])[C:7]1[CH:12]=[CH:11][CH:10]=[CH:9][C:8]=1[F:13])[CH2:2][CH2:3][CH3:4].[CH2:34](O)[CH3:35]. The catalyst class is: 33. (4) The catalyst class is: 136. Product: [N:1]1[CH:6]=[CH:5][CH:4]=[CH:3][C:2]=1[O:7][C:8]1[CH:9]=[CH:10][C:11]([C:12]([N:17]2[CH2:18][CH:19]([N:21]3[CH2:22][CH2:23][N:24]([C:27]([C:29]4[S:30][CH:31]=[CH:32][N:33]=4)=[O:28])[CH2:25][CH2:26]3)[CH2:20]2)=[O:14])=[CH:15][CH:16]=1. Reactant: [N:1]1[CH:6]=[CH:5][CH:4]=[CH:3][C:2]=1[O:7][C:8]1[CH:16]=[CH:15][C:11]([C:12]([OH:14])=O)=[CH:10][CH:9]=1.[NH:17]1[CH2:20][CH:19]([N:21]2[CH2:26][CH2:25][N:24]([C:27]([C:29]3[S:30][CH:31]=[CH:32][N:33]=3)=[O:28])[CH2:23][CH2:22]2)[CH2:18]1.CN(C(ON1N=NC2C=CC=NC1=2)=[N+](C)C)C.F[P-](F)(F)(F)(F)F.CCN(CC)CC. (5) Reactant: [Cl:1][C:2]1[N:3]=[C:4](Cl)[C:5]2[C:10]([I:11])=[CH:9][N:8]([S:12]([C:15]3[CH:21]=[CH:20][C:18]([CH3:19])=[CH:17][CH:16]=3)(=[O:14])=[O:13])[C:6]=2[N:7]=1.[CH3:23][O:24][C:25]1[CH:30]=[CH:29][C:28]([NH2:31])=[CH:27][CH:26]=1.CCN(C(C)C)C(C)C.O. Product: [Cl:1][C:2]1[N:3]=[C:4]([NH:31][C:28]2[CH:29]=[CH:30][C:25]([O:24][CH3:23])=[CH:26][CH:27]=2)[C:5]2[C:10]([I:11])=[CH:9][N:8]([S:12]([C:15]3[CH:21]=[CH:20][C:18]([CH3:19])=[CH:17][CH:16]=3)(=[O:14])=[O:13])[C:6]=2[N:7]=1. The catalyst class is: 225. (6) Reactant: [OH-].[Na+].C[O:4][C:5](=[O:29])[CH2:6][C:7]1[C:15]2[C:10](=[N:11][CH:12]=[CH:13][CH:14]=2)[N:9]([CH2:16][C:17]2[CH:22]=[CH:21][C:20]([S:23]([CH2:26][CH3:27])(=[O:25])=[O:24])=[CH:19][CH:18]=2)[C:8]=1[CH3:28]. Product: [CH2:26]([S:23]([C:20]1[CH:21]=[CH:22][C:17]([CH2:16][N:9]2[C:10]3=[N:11][CH:12]=[CH:13][CH:14]=[C:15]3[C:7]([CH2:6][C:5]([OH:29])=[O:4])=[C:8]2[CH3:28])=[CH:18][CH:19]=1)(=[O:25])=[O:24])[CH3:27]. The catalyst class is: 36. (7) Reactant: [F:1][C:2]1[CH:9]=[CH:8][C:5]([CH:6]=[O:7])=[CH:4][CH:3]=1.[CH2:10]([OH:17])[C:11]([NH2:16])([CH2:14]O)[CH2:12][OH:13]. Product: [CH2:14]1[O:7][C@H:6]([C:5]2[CH:8]=[CH:9][C:2]([F:1])=[CH:3][CH:4]=2)[N:16]2[C:11]1([CH2:12][OH:13])[CH2:10][O:17][C@H:6]2[C:5]1[CH:8]=[CH:9][C:2]([F:1])=[CH:3][CH:4]=1. The catalyst class is: 11. (8) Reactant: C[O-].[Na+].[OH:4][C:5]1[CH:6]=[C:7]2[C:12](=[CH:13][CH:14]=1)[C:11]([C:15]([OH:17])=[O:16])=[N:10][CH:9]=[CH:8]2.[Cl:18][C:19]1[CH:24]=[C:23](Cl)[N:22]=[CH:21][N:20]=1. Product: [Cl:18][C:19]1[N:20]=[CH:21][N:22]=[C:23]([O:4][C:5]2[CH:6]=[C:7]3[C:12](=[CH:13][CH:14]=2)[C:11]([C:15]([OH:17])=[O:16])=[N:10][CH:9]=[CH:8]3)[CH:24]=1. The catalyst class is: 475.